This data is from Forward reaction prediction with 1.9M reactions from USPTO patents (1976-2016). The task is: Predict the product of the given reaction. (1) Given the reactants [CH3:1][S:2][CH:3]([O:8][C:9]1[CH:10]=[C:11]2[C:16](=[CH:17][CH:18]=1)[N:15]=[CH:14][C:13]([CH:19]=[CH2:20])=[CH:12]2)[C:4]([O:6]C)=[O:5].O[Li].O.Cl, predict the reaction product. The product is: [CH3:1][S:2][CH:3]([O:8][C:9]1[CH:10]=[C:11]2[C:16](=[CH:17][CH:18]=1)[N:15]=[CH:14][C:13]([CH:19]=[CH2:20])=[CH:12]2)[C:4]([OH:6])=[O:5]. (2) Given the reactants [N:1]1[CH:6]=[CH:5][CH:4]=[CH:3][C:2]=1[C:7]#[C:8][C:9]1[C:17]2[C:12](=[CH:13][C:14]([NH:18][C:19]3[CH:27]=[CH:26][CH:25]=[CH:24][C:20]=3[C:21]([OH:23])=[O:22])=[CH:15][CH:16]=2)[N:11](COCC[Si](C)(C)C)[N:10]=1.[F-].C([N+](CCCC)(CCCC)CCCC)CCC.C1COCC1.C(N)CN.C(O)(=O)C, predict the reaction product. The product is: [N:1]1[CH:6]=[CH:5][CH:4]=[CH:3][C:2]=1[C:7]#[C:8][C:9]1[C:17]2[C:12](=[CH:13][C:14]([NH:18][C:19]3[CH:27]=[CH:26][CH:25]=[CH:24][C:20]=3[C:21]([OH:23])=[O:22])=[CH:15][CH:16]=2)[NH:11][N:10]=1. (3) Given the reactants [Br:1][C:2]1[CH:3]=[C:4]([CH2:8][OH:9])[CH:5]=[CH:6][CH:7]=1.[H-].[Na+].[CH2:12]1COCC1, predict the reaction product. The product is: [Br:1][C:2]1[CH:7]=[CH:6][CH:5]=[C:4]([CH2:8][O:9][CH3:12])[CH:3]=1.